The task is: Predict hERG channel inhibition at various concentrations.. This data is from hERG Central: cardiac toxicity at 1µM, 10µM, and general inhibition. (1) The drug is Cc1ccc(NC(=S)N(CCCN2CCCC(C)C2)Cc2ccco2)cc1C. Results: hERG_inhib (hERG inhibition (general)): blocker. (2) Results: hERG_inhib (hERG inhibition (general)): blocker. The molecule is CC(C)c1ccc(OCCCN2CCCC2)cc1.